This data is from Reaction yield outcomes from USPTO patents with 853,638 reactions. The task is: Predict the reaction yield, written as a fraction of the theoretical maximum amount of product (1.0 means a 100% yield; for example, 0.34 means a 34% yield). The reactants are Br[C:2]1[CH:3]=[C:4]2[C:10]([O:11][CH3:12])=[N:9][N:8]([CH2:13][C:14]3[CH:19]=[CH:18][C:17]([O:20][CH3:21])=[CH:16][CH:15]=3)[C:5]2=[N:6][CH:7]=1.[C:22](=[O:29])([O:24][C:25]([CH3:28])([CH3:27])[CH3:26])[NH2:23].C([O-])([O-])=O.[Cs+].[Cs+].C1(P(C2C=CC=CC=2)C2C3OC4C(=CC=CC=4P(C4C=CC=CC=4)C4C=CC=CC=4)C(C)(C)C=3C=CC=2)C=CC=CC=1. The catalyst is C1COCC1.C1C=CC(/C=C/C(/C=C/C2C=CC=CC=2)=O)=CC=1.C1C=CC(/C=C/C(/C=C/C2C=CC=CC=2)=O)=CC=1.C1C=CC(/C=C/C(/C=C/C2C=CC=CC=2)=O)=CC=1.[Pd].[Pd]. The product is [CH3:12][O:11][C:10]1[C:4]2[C:5](=[N:6][CH:7]=[C:2]([NH:23][C:22](=[O:29])[O:24][C:25]([CH3:28])([CH3:27])[CH3:26])[CH:3]=2)[N:8]([CH2:13][C:14]2[CH:19]=[CH:18][C:17]([O:20][CH3:21])=[CH:16][CH:15]=2)[N:9]=1. The yield is 0.248.